This data is from Peptide-MHC class II binding affinity with 134,281 pairs from IEDB. The task is: Regression. Given a peptide amino acid sequence and an MHC pseudo amino acid sequence, predict their binding affinity value. This is MHC class II binding data. (1) The peptide sequence is EFVTLAAKFIIEEDS. The MHC is HLA-DPA10201-DPB11401 with pseudo-sequence HLA-DPA10201-DPB11401. The binding affinity (normalized) is 0.266. (2) The peptide sequence is PYLGYCALLPLLTEE. The MHC is HLA-DPA10301-DPB10402 with pseudo-sequence HLA-DPA10301-DPB10402. The binding affinity (normalized) is 0.603. (3) The peptide sequence is FLFQRAVAREAIIAL. The MHC is DRB4_0101 with pseudo-sequence DRB4_0103. The binding affinity (normalized) is 0.491. (4) The peptide sequence is TVEKWLACGVDNFCV. The MHC is HLA-DQA10201-DQB10301 with pseudo-sequence HLA-DQA10201-DQB10301. The binding affinity (normalized) is 0.254. (5) The peptide sequence is PYGATISATPEWATP. The MHC is DRB1_1302 with pseudo-sequence DRB1_1302. The binding affinity (normalized) is 0.208. (6) The peptide sequence is EDDLLNRNNTFKPFA. The MHC is DRB1_0701 with pseudo-sequence DRB1_0701. The binding affinity (normalized) is 0.0476. (7) The peptide sequence is PTFAKAMEKLSVLKV. The MHC is DRB1_0901 with pseudo-sequence DRB1_0901. The binding affinity (normalized) is 0.709.